From a dataset of Full USPTO retrosynthesis dataset with 1.9M reactions from patents (1976-2016). Predict the reactants needed to synthesize the given product. (1) Given the product [C:1]([C:5]1[CH:25]=[CH:24][CH:23]=[CH:22][C:6]=1[O:7][CH:8]1[CH2:11][N:10]([C:12]([C:14]2[CH:15]=[CH:16][C:17]([CH:18]=[C:36]3[S:32][C:33](=[O:38])[NH:34][C:35]3=[O:37])=[CH:20][CH:21]=2)=[O:13])[CH2:9]1)([CH3:4])([CH3:2])[CH3:3], predict the reactants needed to synthesize it. The reactants are: [C:1]([C:5]1[CH:25]=[CH:24][CH:23]=[CH:22][C:6]=1[O:7][CH:8]1[CH2:11][N:10]([C:12]([C:14]2[CH:21]=[CH:20][C:17]([CH:18]=O)=[CH:16][CH:15]=2)=[O:13])[CH2:9]1)([CH3:4])([CH3:3])[CH3:2].N1CCCCC1.[S:32]1[CH2:36][C:35](=[O:37])[NH:34][C:33]1=[O:38].C(O)(=O)C. (2) The reactants are: [Br:1][C:2]1[CH:3]=[C:4]([CH2:8][C:9]([OH:11])=O)[CH:5]=[N:6][CH:7]=1.Cl.[NH2:13][CH:14]([CH3:24])[C:15]([NH:17][C:18]1[CH:23]=[N:22][CH:21]=[CH:20][N:19]=1)=[O:16].C1C=CC2N(O)N=NC=2C=1.Cl.C(N(CC)CC)C. Given the product [Br:1][C:2]1[CH:3]=[C:4]([CH2:8][C:9]([NH:13][CH:14]([CH3:24])[C:15]([NH:17][C:18]2[CH:23]=[N:22][CH:21]=[CH:20][N:19]=2)=[O:16])=[O:11])[CH:5]=[N:6][CH:7]=1, predict the reactants needed to synthesize it. (3) Given the product [Cl:13][C:7]1[CH:8]=[C:9]([OH:12])[CH:10]=[C:11]2[C:6]=1[N:5]=[C:4]([C:14]1[CH:19]=[CH:18][C:17]([OH:20])=[C:16]([F:21])[CH:15]=1)[CH:3]=[C:2]2[C:26]#[CH:27], predict the reactants needed to synthesize it. The reactants are: Br[C:2]1[C:11]2[C:6](=[C:7]([Cl:13])[CH:8]=[C:9]([OH:12])[CH:10]=2)[N:5]=[C:4]([C:14]2[CH:19]=[CH:18][C:17]([OH:20])=[C:16]([F:21])[CH:15]=2)[CH:3]=1.C[Si]([C:26]#[C:27][Sn](CCCC)(CCCC)CCCC)(C)C.